This data is from Forward reaction prediction with 1.9M reactions from USPTO patents (1976-2016). The task is: Predict the product of the given reaction. (1) Given the reactants [F:1][CH:2]([S:12]([C:15]1[CH:20]=[CH:19][CH:18]=[CH:17][CH:16]=1)(=[O:14])=[O:13])[S:3]([C:6]1[CH:11]=[CH:10][CH:9]=[CH:8][CH:7]=1)(=[O:5])=[O:4].[Li]CCCC.CCCCCC.[Br:32][C:33]1[CH:34]=[C:35]2[C:41]([CH:42]([C:44]3[C:49]([O:50][CH3:51])=[CH:48][CH:47]=[C:46]([F:52])[C:45]=3[Cl:53])O)=[CH:40][NH:39][C:36]2=[N:37][CH:38]=1.S(Cl)(Cl)=O, predict the reaction product. The product is: [Br:32][C:33]1[CH:34]=[C:35]2[C:41]([CH:42]([C:44]3[C:49]([O:50][CH3:51])=[CH:48][CH:47]=[C:46]([F:52])[C:45]=3[Cl:53])[C:2]([F:1])([S:3]([C:6]3[CH:7]=[CH:8][CH:9]=[CH:10][CH:11]=3)(=[O:5])=[O:4])[S:12]([C:15]3[CH:20]=[CH:19][CH:18]=[CH:17][CH:16]=3)(=[O:14])=[O:13])=[CH:40][NH:39][C:36]2=[N:37][CH:38]=1. (2) Given the reactants [F:1][C:2]([F:7])([F:6])[C:3]([OH:5])=[O:4].C(OC([N:15]1[CH2:24][CH2:23][C:22]2[C:17](=[CH:18][CH:19]=[C:20]([CH:25]([NH:27][C:28](=[O:30])[CH3:29])[CH3:26])[CH:21]=2)[CH2:16]1)=O)(C)(C)C, predict the reaction product. The product is: [F:1][C:2]([F:7])([F:6])[C:3]([OH:5])=[O:4].[CH2:16]1[C:17]2[C:22](=[CH:21][C:20]([CH:25]([NH:27][C:28](=[O:30])[CH3:29])[CH3:26])=[CH:19][CH:18]=2)[CH2:23][CH2:24][NH:15]1. (3) The product is: [CH3:1][O:2][C:3](=[O:17])[C:4]1[CH:9]=[C:8]([O:10][CH3:18])[CH:7]=[C:6]([O:11][C:12](=[S:16])[N:13]([CH3:14])[CH3:15])[CH:5]=1. Given the reactants [CH3:1][O:2][C:3](=[O:17])[C:4]1[CH:9]=[C:8]([OH:10])[CH:7]=[C:6]([O:11][C:12](=[S:16])[N:13]([CH3:15])[CH3:14])[CH:5]=1.[C:18]([O-])([O-])=O.[K+].[K+].IC, predict the reaction product. (4) Given the reactants [CH3:1][O:2][C:3]1[CH:8]=[CH:7][CH:6]=[CH:5][C:4]=1[OH:9].C(N(CC)CC)C.[CH3:17][S:18](Cl)(=[O:20])=[O:19], predict the reaction product. The product is: [CH3:17][S:18]([O:9][C:4]1[CH:5]=[CH:6][CH:7]=[CH:8][C:3]=1[O:2][CH3:1])(=[O:20])=[O:19].